Dataset: Forward reaction prediction with 1.9M reactions from USPTO patents (1976-2016). Task: Predict the product of the given reaction. (1) Given the reactants CN(C(N=NC([N:10]([CH3:12])C)=O)=O)C.[C:13]12(CS(O)(=O)=O)[C:20](C)(C)[CH:17]([CH2:18][CH2:19]1)[CH2:16][C:14]2=[O:15].O1CCCOO1, predict the reaction product. The product is: [O:15]1[C:14]2[CH:16]=[CH:17][CH:18]=[CH:19][C:13]=2[CH:20]=[CH:12][NH:10]1. (2) Given the reactants [Br:1][CH2:2][C:3]1[CH:13]=[CH:12][C:6]([C:7]([N:9]=[C:10]=[O:11])=O)=[CH:5][CH:4]=1.[Cl:14][C:15]1[CH:20]=[CH:19][C:18]([CH2:21][NH:22][C:23](=[O:28])[C:24]([CH3:27])([CH3:26])[CH3:25])=[CH:17][C:16]=1[NH:29][NH:30]C(OC(C)(C)C)=O.FC(F)(F)C(O)=O, predict the reaction product. The product is: [Br:1][CH2:2][C:3]1[CH:13]=[CH:12][C:6]([C:7]2[NH:9][C:10](=[O:11])[N:29]([C:16]3[CH:17]=[C:18]([CH:19]=[CH:20][C:15]=3[Cl:14])[CH2:21][NH:22][C:23](=[O:28])[C:24]([CH3:27])([CH3:26])[CH3:25])[N:30]=2)=[CH:5][CH:4]=1. (3) Given the reactants Cl[C:2]1[CH:3]2[C:10]([I:11])=[CH:9][N:8]([CH2:12][CH2:13][C:14]([O:16][C:17]([CH3:20])([CH3:19])[CH3:18])=[O:15])[CH:4]2[N:5]=[CH:6][N:7]=1.[CH3:21][NH2:22], predict the reaction product. The product is: [I:11][C:10]1[CH:3]2[CH:4]([N:5]=[CH:6][N:7]=[C:2]2[NH:22][CH3:21])[N:8]([CH2:12][CH2:13][C:14]([O:16][C:17]([CH3:20])([CH3:19])[CH3:18])=[O:15])[CH:9]=1. (4) Given the reactants Cl[C:2]1[N:7]=[C:6]([C:8]2[CH:13]=[CH:12][C:11]([Cl:14])=[CH:10][CH:9]=2)[CH:5]=[C:4]([C:15]([F:18])([F:17])[F:16])[N:3]=1.[NH:19]1[CH:23]=[CH:22][CH:21]=[CH:20]1, predict the reaction product. The product is: [Cl:14][C:11]1[CH:12]=[CH:13][C:8]([C:6]2[CH:5]=[C:4]([C:15]([F:18])([F:17])[F:16])[N:3]=[C:2]([N:19]3[CH:23]=[CH:22][CH:21]=[CH:20]3)[N:7]=2)=[CH:9][CH:10]=1. (5) Given the reactants ClC1C(C(OC)=O)=CC=C2C=1C=CN2.[NH2:15][C:16]1[C:25]([CH2:26][CH3:27])=[CH:24][C:19]([C:20]([O:22][CH3:23])=[O:21])=[C:18]([Cl:28])[C:17]=1[C:29]#[CH:30], predict the reaction product. The product is: [Cl:28][C:18]1[C:19]([C:20]([O:22][CH3:23])=[O:21])=[CH:24][C:25]([CH2:26][CH3:27])=[C:16]2[C:17]=1[CH:29]=[CH:30][NH:15]2. (6) Given the reactants C(=O)([O-])[O-].[K+].[K+].Br[CH2:8][CH2:9][CH2:10][O:11][CH2:12][C:13]1[CH:18]=[CH:17][CH:16]=[CH:15][CH:14]=1.[C:19](#[N:21])[CH3:20], predict the reaction product. The product is: [CH2:12]([O:11][CH2:10][CH2:9][CH2:8][NH:21][CH:19]1[CH2:15][CH2:14][CH:13]([CH3:18])[CH2:12][CH2:20]1)[C:13]1[CH:18]=[CH:17][CH:16]=[CH:15][CH:14]=1.